Dataset: Catalyst prediction with 721,799 reactions and 888 catalyst types from USPTO. Task: Predict which catalyst facilitates the given reaction. Reactant: [N+:1]([C:4]1[CH:5]=[CH:6][C:7]([NH:10][CH2:11][CH2:12][C:13]2[CH:18]=[CH:17][CH:16]=[CH:15][N:14]=2)=[N:8][CH:9]=1)([O-:3])=[O:2].[Cl:19]N1C(=O)CCC1=O.C(OCC)(=O)C.O. Product: [Cl:19][C:6]1[C:7]([NH:10][CH2:11][CH2:12][C:13]2[CH:18]=[CH:17][CH:16]=[CH:15][N:14]=2)=[N:8][CH:9]=[C:4]([N+:1]([O-:3])=[O:2])[CH:5]=1. The catalyst class is: 4.